This data is from Catalyst prediction with 721,799 reactions and 888 catalyst types from USPTO. The task is: Predict which catalyst facilitates the given reaction. Reactant: C1C=CC(P(C2C=CC=CC=2)C2C=CC=CC=2)=CC=1.[F:20][C:21]1[CH:26]=[C:25]([F:27])[CH:24]=[CH:23][C:22]=1[C:28]1[N:29]=[C:30]2[C:35]([CH3:36])=[N:34][CH:33]=[CH:32][N:31]2[CH:37]=1.I[C:39]1[CH:44]=[CH:43][N:42]=[C:41]([S:45][CH3:46])[N:40]=1. Product: [F:20][C:21]1[CH:26]=[C:25]([F:27])[CH:24]=[CH:23][C:22]=1[C:28]1[N:29]=[C:30]2[C:35]([CH3:36])=[N:34][CH:33]=[CH:32][N:31]2[C:37]=1[C:39]1[CH:44]=[CH:43][N:42]=[C:41]([S:45][CH3:46])[N:40]=1. The catalyst class is: 416.